This data is from Full USPTO retrosynthesis dataset with 1.9M reactions from patents (1976-2016). The task is: Predict the reactants needed to synthesize the given product. (1) Given the product [NH2:1][C:4]1[CH:12]=[C:11]2[C:7]([CH2:8][CH2:9][CH:10]2[NH:13][C:14](=[O:19])[C:15]([F:16])([F:17])[F:18])=[CH:6][CH:5]=1, predict the reactants needed to synthesize it. The reactants are: [N+:1]([C:4]1[CH:12]=[C:11]2[C:7]([CH2:8][CH2:9][CH:10]2[NH:13][C:14](=[O:19])[C:15]([F:18])([F:17])[F:16])=[CH:6][CH:5]=1)([O-])=O.C(O)C.Cl. (2) Given the product [Cl:19][C:14]1[CH:15]=[CH:16][CH:17]=[CH:18][C:13]=1[S:10]([C@H:8]1[CH2:7][N:6]([C:20]2[N:24]([CH:25]3[CH2:30][CH2:29][S:28][CH2:27][CH2:26]3)[N:23]=[C:22]([CH3:31])[CH:21]=2)[C@H:5]([C:3]([OH:4])=[O:2])[CH2:9]1)(=[O:11])=[O:12], predict the reactants needed to synthesize it. The reactants are: C[O:2][C:3]([C@@H:5]1[CH2:9][C@@H:8]([S:10]([C:13]2[CH:18]=[CH:17][CH:16]=[CH:15][C:14]=2[Cl:19])(=[O:12])=[O:11])[CH2:7][N:6]1[C:20]1[N:24]([CH:25]2[CH2:30][CH2:29][S:28][CH2:27][CH2:26]2)[N:23]=[C:22]([CH3:31])[CH:21]=1)=[O:4].[OH-].[Li+]. (3) Given the product [CH2:23]([N:10]([C:8]([C@H:5]1[CH2:4][CH2:3][C@H:2]([CH3:1])[CH2:7][CH2:6]1)=[O:9])[C:11]1[CH:15]=[CH:14][S:13][C:12]=1[C:16]([O:18][CH3:19])=[O:17])[CH3:24], predict the reactants needed to synthesize it. The reactants are: [CH3:1][C@H:2]1[CH2:7][CH2:6][C@H:5]([C:8]([NH:10][C:11]2[CH:15]=[CH:14][S:13][C:12]=2[C:16]([O:18][CH3:19])=[O:17])=[O:9])[CH2:4][CH2:3]1.[H-].[Na+].I[CH2:23][CH3:24]. (4) Given the product [F:27][C:24]([F:25])([F:26])[O:23][C:18]1[CH:19]=[CH:20][CH:21]=[CH:22][C:17]=1[C:13]1[CH:14]=[CH:15][CH:16]=[C:11]([N:9]2[CH:10]=[C:6]([C:4]([OH:5])=[O:3])[N:7]=[CH:8]2)[CH:12]=1, predict the reactants needed to synthesize it. The reactants are: C([O:3][C:4]([C:6]1[N:7]=[CH:8][N:9]([C:11]2[CH:12]=[C:13]([C:17]3[CH:22]=[CH:21][CH:20]=[CH:19][C:18]=3[O:23][C:24]([F:27])([F:26])[F:25])[CH:14]=[CH:15][CH:16]=2)[CH:10]=1)=[O:5])C.[OH-].[K+]. (5) Given the product [Cl:1][C:2]1[C:6]([Cl:7])=[C:5]([CH3:8])[NH:4][C:3]=1[C:9]([O:40][CH:37]1[CH2:38][CH2:39][N:34]([C:32]2[CH:31]=[C:28]([C:29]#[N:30])[CH:27]=[C:26]([Cl:25])[N:33]=2)[CH2:35][CH2:36]1)=[O:10], predict the reactants needed to synthesize it. The reactants are: [Cl:1][C:2]1[C:6]([Cl:7])=[C:5]([CH3:8])[NH:4][C:3]=1[C:9](NC1CCN(C2C=CN=C(Cl)N=2)CC1)=[O:10].[Cl:25][C:26]1[CH:27]=[C:28]([CH:31]=[C:32]([N:34]2[CH2:39][CH2:38][CH:37]([OH:40])[CH2:36][CH2:35]2)[N:33]=1)[C:29]#[N:30].CCOC(/N=N/C(OCC)=O)=O.C1(P(C2C=CC=CC=2)C2C=CC=CC=2)C=CC=CC=1. (6) Given the product [F:29][CH:27]([F:28])[C:24]1[N:22]2[N:23]=[C:18]([N:14]3[CH2:13][CH2:12][N:11]([C:8]([C:5]4[CH:6]=[CH:7][C:2]([F:1])=[CH:3][CH:4]=4)([CH3:10])[CH3:9])[CH2:16][CH2:15]3)[CH:19]=[CH:20][C:21]2=[N:26][N:25]=1, predict the reactants needed to synthesize it. The reactants are: [F:1][C:2]1[CH:7]=[CH:6][C:5]([C:8]([N:11]2[CH2:16][CH2:15][NH:14][CH2:13][CH2:12]2)([CH3:10])[CH3:9])=[CH:4][CH:3]=1.Cl[C:18]1[CH:19]=[CH:20][C:21]2[N:22]([C:24]([CH:27]([F:29])[F:28])=[N:25][N:26]=2)[N:23]=1.